Dataset: M1 muscarinic receptor agonist screen with 61,833 compounds. Task: Binary Classification. Given a drug SMILES string, predict its activity (active/inactive) in a high-throughput screening assay against a specified biological target. (1) The result is 0 (inactive). The molecule is S(c1n(\c([nH]n1)=C1\c2c(N=C1)cccc2)C)CC(=O)Nc1sc(nn1)CC. (2) The compound is O(c1c(N(CC(=O)NCc2ccc(OC)cc2)C(=O)CCC(=O)Nc2ncccc2)cccc1)C. The result is 0 (inactive). (3) The compound is O(C(=O)Nc1c2c(ccc1)cccc2)CC. The result is 0 (inactive).